Dataset: NCI-60 drug combinations with 297,098 pairs across 59 cell lines. Task: Regression. Given two drug SMILES strings and cell line genomic features, predict the synergy score measuring deviation from expected non-interaction effect. Drug 1: CCC1=CC2CC(C3=C(CN(C2)C1)C4=CC=CC=C4N3)(C5=C(C=C6C(=C5)C78CCN9C7C(C=CC9)(C(C(C8N6C)(C(=O)OC)O)OC(=O)C)CC)OC)C(=O)OC.C(C(C(=O)O)O)(C(=O)O)O. Drug 2: CC(C1=C(C=CC(=C1Cl)F)Cl)OC2=C(N=CC(=C2)C3=CN(N=C3)C4CCNCC4)N. Cell line: NCIH23. Synergy scores: CSS=31.2, Synergy_ZIP=1.00, Synergy_Bliss=2.25, Synergy_Loewe=-10.6, Synergy_HSA=3.41.